Dataset: Reaction yield outcomes from USPTO patents with 853,638 reactions. Task: Predict the reaction yield, written as a fraction of the theoretical maximum amount of product (1.0 means a 100% yield; for example, 0.34 means a 34% yield). (1) The yield is 0.882. The reactants are C([O:3][C:4](=[O:25])[CH2:5][N:6]1[CH2:9][C:8]2([CH2:13][CH2:12][CH2:11][N:10]2[C:14]([O:16][CH2:17][C:18]2[CH:23]=[CH:22][CH:21]=[CH:20][CH:19]=2)=[O:15])[C:7]1=[O:24])C.O.O[Li].O. The catalyst is C1COCC1. The product is [CH2:17]([O:16][C:14]([N:10]1[CH2:11][CH2:12][CH2:13][C:8]21[C:7](=[O:24])[N:6]([CH2:5][C:4]([OH:25])=[O:3])[CH2:9]2)=[O:15])[C:18]1[CH:19]=[CH:20][CH:21]=[CH:22][CH:23]=1. (2) The reactants are Br[C:2]1[CH:9]=[CH:8][C:5]([C:6]#[N:7])=[C:4]([C:10]([F:13])([F:12])[F:11])[CH:3]=1.[CH3:14][N:15]1[CH2:19][C@H:18]([C:20]([O:22][CH2:23][C:24]2[CH:29]=[CH:28][CH:27]=[CH:26][CH:25]=2)=[O:21])[NH:17][C:16]1=[O:30].C([O-])([O-])=O.[Cs+].[Cs+].CC1(C)C2C(=C(P(C3C=CC=CC=3)C3C=CC=CC=3)C=CC=2)OC2C(P(C3C=CC=CC=3)C3C=CC=CC=3)=CC=CC1=2. The catalyst is O1CCOCC1.C1C=CC(/C=C/C(/C=C/C2C=CC=CC=2)=O)=CC=1.C1C=CC(/C=C/C(/C=C/C2C=CC=CC=2)=O)=CC=1.C1C=CC(/C=C/C(/C=C/C2C=CC=CC=2)=O)=CC=1.[Pd].[Pd]. The product is [CH2:23]([O:22][C:20]([C@H:18]1[CH2:19][N:15]([CH3:14])[C:16](=[O:30])[N:17]1[C:2]1[CH:9]=[CH:8][C:5]([C:6]#[N:7])=[C:4]([C:10]([F:13])([F:12])[F:11])[CH:3]=1)=[O:21])[C:24]1[CH:25]=[CH:26][CH:27]=[CH:28][CH:29]=1. The yield is 0.460.